Dataset: Forward reaction prediction with 1.9M reactions from USPTO patents (1976-2016). Task: Predict the product of the given reaction. (1) The product is: [Br:19][C:17]1[CH:16]=[N:15][C:10]2[O:11][CH2:12][C:13](=[O:14])[NH:8][C:9]=2[CH:18]=1. Given the reactants C([N:8]1[C:13](=[O:14])[CH2:12][O:11][C:10]2[N:15]=[CH:16][C:17]([Br:19])=[CH:18][C:9]1=2)C1C=CC=CC=1.C(=O)([O-])[O-].[Cs+].[Cs+].C(Br)C1C=CC=CC=1, predict the reaction product. (2) The product is: [F:14][C:15]1[CH:20]=[CH:19][C:18]([C:21]2[O:22][C:23]3[CH:33]=[C:32]([N:34]([CH3:39])[S:35]([CH3:38])(=[O:36])=[O:37])[C:31]([C:2]4[N:7]=[C:6]([C:8]([O:10][CH3:11])=[O:9])[C:5]([O:12][CH3:13])=[CH:4][CH:3]=4)=[CH:30][C:24]=3[C:25]=2[C:26](=[O:27])[NH:28][CH3:29])=[CH:17][CH:16]=1. Given the reactants Br[C:2]1[N:7]=[C:6]([C:8]([O:10][CH3:11])=[O:9])[C:5]([O:12][CH3:13])=[CH:4][CH:3]=1.[F:14][C:15]1[CH:20]=[CH:19][C:18]([C:21]2[O:22][C:23]3[CH:33]=[C:32]([N:34]([CH3:39])[S:35]([CH3:38])(=[O:37])=[O:36])[C:31](B4OC(C)(C)C(C)(C)O4)=[CH:30][C:24]=3[C:25]=2[C:26]([NH:28][CH3:29])=[O:27])=[CH:17][CH:16]=1.C([O-])([O-])=O.[K+].[K+].CCOC(C)=O, predict the reaction product. (3) Given the reactants C(OP([CH2:9][C:10]([O:12][C:13]([CH3:16])([CH3:15])[CH3:14])=[O:11])(OCC)=O)C.[H-].[Na+].[CH:19]([C@H:21]1[CH2:26][CH2:25][C@H:24]([C:27]2[CH:37]=[CH:36][C:30]([C:31]([O:33][CH2:34][CH3:35])=[O:32])=[CH:29][CH:28]=2)[CH2:23][CH2:22]1)=O.S([O-])(O)(=O)=O.[K+], predict the reaction product. The product is: [C:13]([O:12][C:10](/[CH:9]=[CH:19]/[C@H:21]1[CH2:26][CH2:25][C@H:24]([C:27]2[CH:28]=[CH:29][C:30]([C:31]([O:33][CH2:34][CH3:35])=[O:32])=[CH:36][CH:37]=2)[CH2:23][CH2:22]1)=[O:11])([CH3:14])([CH3:15])[CH3:16]. (4) Given the reactants [Cl:1][C:2]1[CH:7]=[CH:6][C:5]([C:8](=[O:14])[CH2:9][CH2:10][C:11]([OH:13])=[O:12])=[CH:4][C:3]=1[S:15](Cl)(=[O:17])=[O:16].[Cl:19][C:20]1[CH:27]=[C:26]([Cl:28])[CH:25]=[CH:24][C:21]=1[CH2:22][NH2:23].CO.Cl, predict the reaction product. The product is: [Cl:1][C:2]1[CH:7]=[CH:6][C:5]([C:8](=[O:14])[CH2:9][CH2:10][C:11]([OH:13])=[O:12])=[CH:4][C:3]=1[S:15](=[O:17])(=[O:16])[NH:23][CH2:22][C:21]1[CH:24]=[CH:25][C:26]([Cl:28])=[CH:27][C:20]=1[Cl:19]. (5) The product is: [CH:1]1([N:5]2[C:13]3[C:8](=[CH:9][CH:10]=[CH:11][C:12]=3[C:14]([F:15])([F:16])[F:17])[C:7]([C:18]3[CH:23]=[CH:22][C:21]([OH:24])=[CH:20][C:19]=3[OH:26])=[N:6]2)[CH2:4][CH2:3][CH2:2]1. Given the reactants [CH:1]1([N:5]2[C:13]3[C:8](=[CH:9][CH:10]=[CH:11][C:12]=3[C:14]([F:17])([F:16])[F:15])[C:7]([C:18]3[CH:23]=[CH:22][C:21]([O:24]C)=[CH:20][C:19]=3[O:26]C)=[N:6]2)[CH2:4][CH2:3][CH2:2]1.B(Br)(Br)Br.C1CCCCC=1, predict the reaction product.